From a dataset of Peptide-MHC class I binding affinity with 185,985 pairs from IEDB/IMGT. Regression. Given a peptide amino acid sequence and an MHC pseudo amino acid sequence, predict their binding affinity value. This is MHC class I binding data. (1) The peptide sequence is DVNSVQFSI. The MHC is HLA-A02:01 with pseudo-sequence HLA-A02:01. The binding affinity (normalized) is 0.136. (2) The peptide sequence is KVIQPRVEK. The MHC is HLA-A31:01 with pseudo-sequence HLA-A31:01. The binding affinity (normalized) is 0.510. (3) The peptide sequence is IHSDQLSKF. The MHC is HLA-B07:02 with pseudo-sequence HLA-B07:02. The binding affinity (normalized) is 0.0847. (4) The peptide sequence is FRAAVRAHF. The MHC is HLA-B08:01 with pseudo-sequence HLA-B08:01. The binding affinity (normalized) is 0.0847. (5) The peptide sequence is YEFLQPILL. The MHC is HLA-B42:01 with pseudo-sequence HLA-B42:01. The binding affinity (normalized) is 0.215. (6) The peptide sequence is AEFKYIAAV. The binding affinity (normalized) is 0. The MHC is Mamu-B03 with pseudo-sequence Mamu-B03. (7) The peptide sequence is LALEGSLQKR. The MHC is HLA-A03:01 with pseudo-sequence HLA-A03:01. The binding affinity (normalized) is 0.0969.